Dataset: CYP2C19 inhibition data for predicting drug metabolism from PubChem BioAssay. Task: Regression/Classification. Given a drug SMILES string, predict its absorption, distribution, metabolism, or excretion properties. Task type varies by dataset: regression for continuous measurements (e.g., permeability, clearance, half-life) or binary classification for categorical outcomes (e.g., BBB penetration, CYP inhibition). Dataset: cyp2c19_veith. (1) The compound is CSc1ccc(CCNC(=O)CSc2ccsc2[N+](=O)[O-])cc1. The result is 1 (inhibitor). (2) The molecule is COc1cccc(Cn2c(=O)cnc3cnc(OC)nc32)c1. The result is 1 (inhibitor). (3) The molecule is COCCN(CCOC)S(=O)(=O)c1ccc(C(=O)Nc2nc(C)c(C(C)=O)s2)cc1. The result is 0 (non-inhibitor). (4) The drug is Cc1ccc2nc(C(C)O)[nH]c2c1. The result is 0 (non-inhibitor). (5) The molecule is Cc1cc(N2CCN(C)CC2)nc2ccc(NC(=O)CCC(=O)NCc3ccco3)cc12. The result is 0 (non-inhibitor). (6) The molecule is O=C1C(=O)c2ccccc2C(O)=C1Cc1ccccc1. The result is 0 (non-inhibitor). (7) The molecule is COc1ccc(-n2c(=O)c(-c3cn(C)c4ccccc34)nc3cncnc32)cc1. The result is 1 (inhibitor).